Dataset: Forward reaction prediction with 1.9M reactions from USPTO patents (1976-2016). Task: Predict the product of the given reaction. Given the reactants [H-].[Na+].[CH2:3]([O:5][C:6]([C:8]1([NH:17][C:18]([C:20]2[C:29]3[CH2:28][CH2:27][CH2:26][CH2:25][C:24]=3[CH:23]=[CH:22][CH:21]=2)=[O:19])[CH2:16][C:15]2[C:10](=[CH:11][CH:12]=[CH:13][CH:14]=2)[CH2:9]1)=[O:7])[CH3:4].[CH3:30]I, predict the reaction product. The product is: [CH2:3]([O:5][C:6]([C:8]1([N:17]([CH3:30])[C:18]([C:20]2[C:29]3[CH2:28][CH2:27][CH2:26][CH2:25][C:24]=3[CH:23]=[CH:22][CH:21]=2)=[O:19])[CH2:16][C:15]2[C:10](=[CH:11][CH:12]=[CH:13][CH:14]=2)[CH2:9]1)=[O:7])[CH3:4].